Dataset: Catalyst prediction with 721,799 reactions and 888 catalyst types from USPTO. Task: Predict which catalyst facilitates the given reaction. (1) Reactant: C(OC(=O)[NH:7][CH:8]([CH2:13][C:14]1[CH:19]=[CH:18][C:17]([N+:20]([O-:22])=[O:21])=[CH:16][CH:15]=1)[C:9](=O)[CH2:10][Br:11])(C)(C)C.[C:24](=[S:32])([NH2:31])[C:25]1[CH:30]=[CH:29][CH:28]=[CH:27][CH:26]=1.C(OCC)C. Product: [BrH:11].[N+:20]([C:17]1[CH:16]=[CH:15][C:14]([CH2:13][C@@H:8]([C:9]2[N:31]=[C:24]([C:25]3[CH:30]=[CH:29][CH:28]=[CH:27][CH:26]=3)[S:32][CH:10]=2)[NH2:7])=[CH:19][CH:18]=1)([O-:22])=[O:21]. The catalyst class is: 23. (2) Reactant: Br[C:2]1[N:6]([S:7]([C:10]2[CH:15]=[CH:14][C:13]([F:16])=[CH:12][CH:11]=2)(=[O:9])=[O:8])[CH:5]=[C:4]([CH2:17][N:18]([CH3:26])[C:19](=[O:25])[O:20][C:21]([CH3:24])([CH3:23])[CH3:22])[CH:3]=1.[S:27]1[CH:31]=[CH:30][C:29](B(O)O)=[CH:28]1.C(=O)([O-])[O-].[Na+].[Na+]. Product: [F:16][C:13]1[CH:14]=[CH:15][C:10]([S:7]([N:6]2[C:2]([C:29]3[CH:30]=[CH:31][S:27][CH:28]=3)=[CH:3][C:4]([CH2:17][N:18]([CH3:26])[C:19](=[O:25])[O:20][C:21]([CH3:24])([CH3:23])[CH3:22])=[CH:5]2)(=[O:9])=[O:8])=[CH:11][CH:12]=1. The catalyst class is: 73. (3) Reactant: [CH2:1]([N:8]1[CH2:13][CH2:12][NH:11][CH:10]([CH2:14][C:15]([O:17][CH3:18])=[O:16])[CH2:9]1)[C:2]1[CH:7]=[CH:6][CH:5]=[CH:4][CH:3]=1.F[C:20]1[CH:25]=[CH:24][C:23]([CH3:26])=[CH:22][C:21]=1[N+:27]([O-:29])=[O:28].C(=O)([O-])[O-].[K+].[K+]. Product: [CH2:1]([N:8]1[CH2:13][CH2:12][N:11]([C:20]2[CH:25]=[CH:24][C:23]([CH3:26])=[CH:22][C:21]=2[N+:27]([O-:29])=[O:28])[CH:10]([CH2:14][C:15]([O:17][CH3:18])=[O:16])[CH2:9]1)[C:2]1[CH:3]=[CH:4][CH:5]=[CH:6][CH:7]=1. The catalyst class is: 10. (4) Reactant: CC1C=CC(S(O[CH2:12][CH2:13][CH:14]([OH:59])[CH2:15][N:16]([C:21]2[C:40]([C:41]3[CH:46]=[CH:45][C:44]([O:47][CH3:48])=[C:43]([C:49]4[O:50][C:51]5[CH:57]=[CH:56][CH:55]=[C:54]([F:58])[C:52]=5[N:53]=4)[CH:42]=3)=[CH:39][C:24]3[C:25]([C:35](=[O:38])[NH:36][CH3:37])=[C:26]([C:28]4[CH:33]=[CH:32][C:31]([F:34])=[CH:30][CH:29]=4)[O:27][C:23]=3[CH:22]=2)[S:17]([CH3:20])(=[O:19])=[O:18])(=O)=O)=CC=1.[F-:60].[Cs+].O. Product: [F:60][CH2:12][CH2:13][CH:14]([OH:59])[CH2:15][N:16]([C:21]1[C:40]([C:41]2[CH:46]=[CH:45][C:44]([O:47][CH3:48])=[C:43]([C:49]3[O:50][C:51]4[CH:57]=[CH:56][CH:55]=[C:54]([F:58])[C:52]=4[N:53]=3)[CH:42]=2)=[CH:39][C:24]2[C:25]([C:35]([NH:36][CH3:37])=[O:38])=[C:26]([C:28]3[CH:33]=[CH:32][C:31]([F:34])=[CH:30][CH:29]=3)[O:27][C:23]=2[CH:22]=1)[S:17]([CH3:20])(=[O:19])=[O:18]. The catalyst class is: 218. (5) Reactant: [F:1][C:2]1[CH:7]=[CH:6][C:5]([F:8])=[CH:4][C:3]=1[C:9]1[CH2:13][N:12]([C:14](OC(C)(C)C)=[O:15])[C@H:11]([C:21]2[CH:26]=[CH:25][CH:24]=[CH:23][CH:22]=2)[CH:10]=1.C(N(CC)CC)C.C(OC([NH:41][C@H:42](C(O)=O)[C:43]([CH3:46])([CH3:45])[CH3:44])=O)(C)(C)C.C1CN([P+](ON2N=NC3C=CC=CC2=3)(N2CCCC2)N2CCCC2)CC1.F[P-](F)(F)(F)(F)F. Product: [F:1][C:2]1[CH:7]=[CH:6][C:5]([F:8])=[CH:4][C:3]=1[C:9]1[CH2:13][N:12]([C:14]([C@@H:42]([NH2:41])[C:43]([CH3:46])([CH3:45])[CH3:44])=[O:15])[C@H:11]([C:21]2[CH:26]=[CH:25][CH:24]=[CH:23][CH:22]=2)[CH:10]=1. The catalyst class is: 281. (6) The catalyst class is: 7. Reactant: [H-].[Al+3].[Li+].[H-].[H-].[H-].COC(=O)C[CH:11]([C:18]1[CH:19]=[C:20]2[C:24](=[CH:25][CH:26]=1)[N:23]([S:27]([C:30]1[CH:35]=[CH:34][CH:33]=[CH:32][CH:31]=1)(=[O:29])=[O:28])[CH:22]=[CH:21]2)[C:12]1[CH:17]=[CH:16][CH:15]=[CH:14][CH:13]=1.[CH3:37][O:38]C(=O)C=CC1C=C2C(=CC=1)N(S(C1C=CC=CC=1)(=O)=O)C=C2. Product: [C:30]1([S:27]([N:23]2[C:24]3[C:20](=[CH:19][C:18]([CH:11]([C:12]4[CH:13]=[CH:14][CH:15]=[CH:16][CH:17]=4)[CH2:37][OH:38])=[CH:26][CH:25]=3)[CH:21]=[CH:22]2)(=[O:29])=[O:28])[CH:31]=[CH:32][CH:33]=[CH:34][CH:35]=1. (7) Reactant: [CH3:1][O:2][C:3]1[C:11]2[C:6](=[CH:7][C:8]([N+:12]([O-])=O)=[CH:9][CH:10]=2)[N:5]([C:15]2[CH:20]=[CH:19][CH:18]=[CH:17][CH:16]=2)[N:4]=1. Product: [CH3:1][O:2][C:3]1[C:11]2[C:6](=[CH:7][C:8]([NH2:12])=[CH:9][CH:10]=2)[N:5]([C:15]2[CH:16]=[CH:17][CH:18]=[CH:19][CH:20]=2)[N:4]=1. The catalyst class is: 457. (8) Reactant: CO.[F:3][C:4]1[CH:9]=[CH:8][C:7]([F:10])=[CH:6][C:5]=1[C@H:11]1[CH2:15][CH2:14][CH2:13][N:12]1[C:16]1[CH:17]=[CH:18][C:19]2[N:20]([C:22]([NH:25][C:26]([N:28]3[CH2:31][CH:30]([CH2:32][OH:33])[CH2:29]3)=[O:27])=[CH:23][N:24]=2)[N:21]=1.[ClH:34]. Product: [ClH:34].[F:3][C:4]1[CH:9]=[CH:8][C:7]([F:10])=[CH:6][C:5]=1[C@H:11]1[CH2:15][CH2:14][CH2:13][N:12]1[C:16]1[CH:17]=[CH:18][C:19]2[N:20]([C:22]([NH:25][C:26]([N:28]3[CH2:29][CH:30]([CH2:32][OH:33])[CH2:31]3)=[O:27])=[CH:23][N:24]=2)[N:21]=1. The catalyst class is: 12. (9) Reactant: [F:1][C:2]1[C:10]([C:11]([OH:13])=O)=[C:9]2[C:5]([CH:6]=[CH:7][NH:8]2)=[CH:4][CH:3]=1.[C:14]([C:18]1[CH:35]=[CH:34][C:21]([CH2:22][NH:23][CH2:24][CH2:25][C:26]2[CH:31]=[CH:30][C:29]([Cl:32])=[C:28]([Cl:33])[CH:27]=2)=[CH:20][CH:19]=1)([CH3:17])([CH3:16])[CH3:15].CCN=C=NCCCN(C)C.Cl. Product: [C:14]([C:18]1[CH:35]=[CH:34][C:21]([CH2:22][N:23]([CH2:24][CH2:25][C:26]2[CH:31]=[CH:30][C:29]([Cl:32])=[C:28]([Cl:33])[CH:27]=2)[C:11]([C:10]2[C:2]([F:1])=[CH:3][CH:4]=[C:5]3[C:9]=2[NH:8][CH:7]=[CH:6]3)=[O:13])=[CH:20][CH:19]=1)([CH3:17])([CH3:15])[CH3:16]. The catalyst class is: 26.